From a dataset of Full USPTO retrosynthesis dataset with 1.9M reactions from patents (1976-2016). Predict the reactants needed to synthesize the given product. (1) Given the product [F:24][C:20]1[CH:19]=[C:18]([C:16]2[N:2]([C:4]3[CH:9]=[C:8]([C:10]#[N:11])[CH:7]=[CH:6][N:5]=3)[N:3]=[CH:14][CH:15]=2)[CH:23]=[CH:22][CH:21]=1, predict the reactants needed to synthesize it. The reactants are: Cl.[NH:2]([C:4]1[CH:9]=[C:8]([C:10]#[N:11])[CH:7]=[CH:6][N:5]=1)[NH2:3].CN(C)/[CH:14]=[CH:15]/[C:16]([C:18]1[CH:23]=[CH:22][CH:21]=[C:20]([F:24])[CH:19]=1)=O. (2) Given the product [O:1]1[C:6]2[CH:7]=[CH:8][C:9]([CH2:11][C:12]3[CH:13]=[C:14]([C@@H:20]4[O:21][C@H:22]([CH2:29][O:30][P:36](=[O:42])([O:37][C:38]([CH3:41])([CH3:40])[CH3:39])[O:35][C:31]([CH3:33])([CH3:34])[CH3:32])[C@@H:23]([OH:28])[C@H:24]([OH:27])[C@H:25]4[OH:26])[CH:15]=[CH:16][C:17]=3[CH2:18][CH3:19])=[CH:10][C:5]=2[O:4][CH2:3][CH2:2]1, predict the reactants needed to synthesize it. The reactants are: [O:1]1[C:6]2[CH:7]=[CH:8][C:9]([CH2:11][C:12]3[CH:13]=[C:14]([C@H:20]4[C@H:25]([OH:26])[C@@H:24]([OH:27])[C@H:23]([OH:28])[C@@H:22]([CH2:29][OH:30])[O:21]4)[CH:15]=[CH:16][C:17]=3[CH2:18][CH3:19])=[CH:10][C:5]=2[O:4][CH2:3][CH2:2]1.[C:31]([O:35][P:36](N(CC)CC)(=[O:42])[O:37][C:38]([CH3:41])([CH3:40])[CH3:39])([CH3:34])([CH3:33])[CH3:32].N1C=NN=N1.C1C=C(Cl)C=C(C(OO)=O)C=1. (3) Given the product [OH:33][CH2:32][C@@H:31]([N:15]1[C:14](=[O:35])[C:13]([C:12]2[N:8]([C:5]3[CH:6]=[CH:7][C:2]([C:36]#[N:37])=[CH:3][CH:4]=3)[N:9]=[CH:10][CH:11]=2)=[C:18]([CH3:19])[N:17]([C:20]2[CH:25]=[CH:24][CH:23]=[C:22]([C:26]([F:29])([F:28])[F:27])[CH:21]=2)[C:16]1=[O:30])[CH3:34], predict the reactants needed to synthesize it. The reactants are: Br[C:2]1[CH:7]=[CH:6][C:5]([N:8]2[C:12]([C:13]3[C:14](=[O:35])[N:15]([C@@H:31]([CH3:34])[CH2:32][OH:33])[C:16](=[O:30])[N:17]([C:20]4[CH:25]=[CH:24][CH:23]=[C:22]([C:26]([F:29])([F:28])[F:27])[CH:21]=4)[C:18]=3[CH3:19])=[CH:11][CH:10]=[N:9]2)=[CH:4][CH:3]=1.[CH3:36][N:37](C)C=O. (4) Given the product [CH:51]([NH:49][NH:50][C:13](=[O:15])[C:12]([NH:11][C:9](=[O:10])[O:8][CH2:1][C:2]1[CH:3]=[CH:4][CH:5]=[CH:6][CH:7]=1)([CH3:17])[CH3:16])=[O:52], predict the reactants needed to synthesize it. The reactants are: [CH2:1]([O:8][C:9]([NH:11][C:12]([CH3:17])([CH3:16])[C:13]([OH:15])=O)=[O:10])[C:2]1[CH:7]=[CH:6][CH:5]=[CH:4][CH:3]=1.CN(C(ON1N=NC2C=CC=NC1=2)=[N+](C)C)C.F[P-](F)(F)(F)(F)F.CN1CCOCC1.[NH:49]([CH:51]=[O:52])[NH2:50]. (5) The reactants are: [F:1][C:2]1[CH:7]=[CH:6][C:5]([C:8]2[O:9][C:10]([C:17]3[CH:21]=[CH:20][S:19][CH:18]=3)=[C:11](CC(O)=O)[N:12]=2)=[CH:4][CH:3]=1.C1(P(N=[N+]=[N-])(C2C=CC=CC=2)=O)C=CC=CC=1.C(N(CC)CC)C. Given the product [F:1][C:2]1[CH:3]=[CH:4][C:5]([C:8]2[O:9][C:10]([C:17]3[CH:21]=[CH:20][S:19][CH:18]=3)=[CH:11][N:12]=2)=[CH:6][CH:7]=1, predict the reactants needed to synthesize it. (6) Given the product [CH2:24]([O:23][C:14]1[N:13]=[C:12]2[C:17]([N:18]=[C:19]([O:20][CH3:21])[N:11]2[CH2:10][C:9]2[CH:28]=[CH:29][C:6]([O:5][CH2:4][CH2:3][CH2:2][NH:31][CH3:30])=[CH:7][CH:8]=2)=[C:16]([NH2:22])[N:15]=1)[CH2:25][CH2:26][CH3:27], predict the reactants needed to synthesize it. The reactants are: Br[CH2:2][CH2:3][CH2:4][O:5][C:6]1[CH:29]=[CH:28][C:9]([CH2:10][N:11]2[C:19]([O:20][CH3:21])=[N:18][C:17]3[C:12]2=[N:13][C:14]([O:23][CH2:24][CH2:25][CH2:26][CH3:27])=[N:15][C:16]=3[NH2:22])=[CH:8][CH:7]=1.[CH3:30][NH2:31].CO. (7) Given the product [CH2:1]([N:8]([CH2:21][C:22]1[CH:23]=[CH:24][C:25]([O:26][C:27]2[CH:28]=[CH:29][C:30]([O:31][CH2:32][CH2:33][CH2:34][CH2:35][C:36]([N:49]([CH3:50])[CH2:48][C:47]([OH:46])=[O:51])=[O:37])=[CH:39][CH:40]=2)=[CH:41][CH:42]=1)[C:9]1[CH:14]=[CH:13][CH:12]=[C:11]([NH:15][S:16]([CH3:19])(=[O:17])=[O:18])[C:10]=1[CH3:20])[C:2]1[CH:3]=[CH:4][CH:5]=[CH:6][CH:7]=1, predict the reactants needed to synthesize it. The reactants are: [CH2:1]([N:8]([CH2:21][C:22]1[CH:42]=[CH:41][C:25]([O:26][C:27]2[CH:40]=[CH:39][C:30]([O:31][CH2:32][CH2:33][CH2:34][CH2:35][C:36](O)=[O:37])=[CH:29][CH:28]=2)=[CH:24][CH:23]=1)[C:9]1[CH:14]=[CH:13][CH:12]=[C:11]([NH:15][S:16]([CH3:19])(=[O:18])=[O:17])[C:10]=1[CH3:20])[C:2]1[CH:7]=[CH:6][CH:5]=[CH:4][CH:3]=1.Cl.C([O:46][C:47](=[O:51])[CH2:48][NH:49][CH3:50])C.